Dataset: Choline transporter screen with 302,306 compounds. Task: Binary Classification. Given a drug SMILES string, predict its activity (active/inactive) in a high-throughput screening assay against a specified biological target. (1) The compound is S(=O)(=O)(N(CCCC)C)c1ccc(cc1)C(=O)Nc1oc(nn1)c1sccc1. The result is 0 (inactive). (2) The compound is Brc1sc(/C(=N\NC(=O)c2cc(F)ccc2)C)cc1. The result is 0 (inactive). (3) The molecule is S(c1n(c(nn1)CNc1ccc(cc1)C)C)CC(=O)Nc1sc(nn1)C. The result is 0 (inactive). (4) The compound is Fc1c(ccc(NC(=O)CCn2cccc2)c1)C. The result is 0 (inactive). (5) The result is 0 (inactive). The molecule is O(C1(OC(C(O)C1O)CO)CO)C1OC(C(O)C(O)C1O)COC1OC(C(O)C(O)C1O)COC1OC(C(O)C(O)C1O)CO.